Dataset: Full USPTO retrosynthesis dataset with 1.9M reactions from patents (1976-2016). Task: Predict the reactants needed to synthesize the given product. Given the product [BrH:1].[Br:1][C:2]1[CH:7]=[CH:6][C:5]([C:8]2[C:12]3[CH:13]=[CH:14][C:15]([O:17][CH2:18][CH2:19][CH2:20][N:26]([CH2:27][CH3:28])[CH2:25][CH2:24][O:23][CH3:22])=[CH:16][C:11]=3[S:10][N:9]=2)=[CH:4][CH:3]=1, predict the reactants needed to synthesize it. The reactants are: [Br:1][C:2]1[CH:7]=[CH:6][C:5]([C:8]2[C:12]3[CH:13]=[CH:14][C:15]([O:17][CH2:18][CH2:19][CH2:20]Br)=[CH:16][C:11]=3[S:10][N:9]=2)=[CH:4][CH:3]=1.[CH3:22][O:23][CH2:24][CH2:25][NH:26][CH2:27][CH3:28].